From a dataset of Peptide-MHC class I binding affinity with 185,985 pairs from IEDB/IMGT. Regression. Given a peptide amino acid sequence and an MHC pseudo amino acid sequence, predict their binding affinity value. This is MHC class I binding data. (1) The peptide sequence is KVKSLKLLNTR. The MHC is H-2-Db with pseudo-sequence H-2-Db. The binding affinity (normalized) is 0.00139. (2) The peptide sequence is GMSLNFPI. The MHC is Mamu-B08 with pseudo-sequence Mamu-B08. The binding affinity (normalized) is 0.0876. (3) The peptide sequence is LGPIAGKV. The MHC is Mamu-A01 with pseudo-sequence Mamu-A01. The binding affinity (normalized) is 0.294. (4) The MHC is HLA-A30:01 with pseudo-sequence HLA-A30:01. The binding affinity (normalized) is 0.621. The peptide sequence is RFLTIPPTA. (5) The peptide sequence is RVATENIAV. The MHC is HLA-B51:01 with pseudo-sequence HLA-B51:01. The binding affinity (normalized) is 0.0847. (6) The peptide sequence is MQFPGSVGF. The MHC is HLA-C07:02 with pseudo-sequence HLA-C07:02. The binding affinity (normalized) is 0.440. (7) The peptide sequence is RISMVISLL. The MHC is HLA-A02:01 with pseudo-sequence HLA-A02:01. The binding affinity (normalized) is 0.327.